This data is from Forward reaction prediction with 1.9M reactions from USPTO patents (1976-2016). The task is: Predict the product of the given reaction. (1) Given the reactants Cl[C:2]1[CH:11]=[CH:10][N:9]=[C:8]2[C:3]=1[C:4]1[CH:16]=[CH:15][CH:14]=[CH:13][C:5]=1[C:6](=[O:12])[NH:7]2.[Cl:17][C:18]1[CH:19]=[CH:20][C:21]([F:25])=[C:22]([CH:24]=1)[NH2:23], predict the reaction product. The product is: [Cl:17][C:18]1[CH:19]=[CH:20][C:21]([F:25])=[C:22]([NH:23][C:2]2[CH:11]=[CH:10][N:9]=[C:8]3[C:3]=2[C:4]2[CH:16]=[CH:15][CH:14]=[CH:13][C:5]=2[C:6](=[O:12])[NH:7]3)[CH:24]=1. (2) Given the reactants [NH2:1][C:2]1[C:7]([OH:8])=[CH:6][CH:5]=[CH:4][N:3]=1.[Br:9]Br, predict the reaction product. The product is: [NH2:1][C:2]1[C:7]([OH:8])=[C:6]([Br:9])[CH:5]=[CH:4][N:3]=1. (3) Given the reactants [C:1]([N:4]1[C:13]2[C:8](=[CH:9][C:10]([Br:14])=[CH:11][CH:12]=2)[C@H:7]([NH:15]C(=O)OCC2C=CC=CC=2)[C@@H:6]([CH3:26])[C@@H:5]1[CH3:27])(=[O:3])[CH3:2].[OH-].[K+], predict the reaction product. The product is: [NH2:15][C@H:7]1[C:8]2[C:13](=[CH:12][CH:11]=[C:10]([Br:14])[CH:9]=2)[N:4]([C:1](=[O:3])[CH3:2])[C@@H:5]([CH3:27])[C@@H:6]1[CH3:26]. (4) Given the reactants [C:1]1([C:7]2[NH:23][C:10]3=[N:11][CH:12]=[C:13]([NH:15]C(=O)OC(C)(C)C)[CH:14]=[C:9]3[CH:8]=2)[CH:6]=[CH:5][CH:4]=[CH:3][CH:2]=1.FC(F)(F)C(O)=O, predict the reaction product. The product is: [C:1]1([C:7]2[NH:23][C:10]3=[N:11][CH:12]=[C:13]([NH2:15])[CH:14]=[C:9]3[CH:8]=2)[CH:2]=[CH:3][CH:4]=[CH:5][CH:6]=1. (5) The product is: [Cl:1][C:2]1[N:7]=[CH:6][C:5]([S:8][C:9]2[N:13]([C:14]3[CH:19]=[C:18]([CH3:20])[CH:17]=[CH:16][C:15]=3[F:21])[N:12]=[C:11]([C:22]([NH:28][CH3:27])=[O:24])[CH:10]=2)=[CH:4][CH:3]=1. Given the reactants [Cl:1][C:2]1[N:7]=[CH:6][C:5]([S:8][C:9]2[N:13]([C:14]3[CH:19]=[C:18]([CH3:20])[CH:17]=[CH:16][C:15]=3[F:21])[N:12]=[C:11]([C:22]([O:24]CC)=O)[CH:10]=2)=[CH:4][CH:3]=1.[CH3:27][NH2:28].CO, predict the reaction product. (6) Given the reactants [C:1]([O:5][C:6](=[O:48])[C:7]1[CH:12]=[CH:11][C:10]([CH2:13][CH2:14][S:15]([N:18]2[CH2:46][CH2:45][C:21]3([N:25]=[C:24]([C:26]4[CH:31]=[C:30]([C:32]([F:35])([F:34])[F:33])[CH:29]=[C:28]([O:36]CC5C=CC=CC=5)[CH:27]=4)[NH:23][C:22]3=[O:44])[CH2:20][CH2:19]2)(=[O:17])=[O:16])=[C:9]([CH3:47])[CH:8]=1)([CH3:4])([CH3:3])[CH3:2].[H][H].ClCCl.CO, predict the reaction product. The product is: [C:1]([O:5][C:6](=[O:48])[C:7]1[CH:12]=[CH:11][C:10]([CH2:13][CH2:14][S:15]([N:18]2[CH2:19][CH2:20][C:21]3([N:25]=[C:24]([C:26]4[CH:31]=[C:30]([C:32]([F:33])([F:35])[F:34])[CH:29]=[C:28]([OH:36])[CH:27]=4)[NH:23][C:22]3=[O:44])[CH2:45][CH2:46]2)(=[O:16])=[O:17])=[C:9]([CH3:47])[CH:8]=1)([CH3:4])([CH3:3])[CH3:2].